Dataset: Peptide-MHC class II binding affinity with 134,281 pairs from IEDB. Task: Regression. Given a peptide amino acid sequence and an MHC pseudo amino acid sequence, predict their binding affinity value. This is MHC class II binding data. (1) The peptide sequence is YAGIRRDGLLLRLVD. The MHC is DRB1_0401 with pseudo-sequence DRB1_0401. The binding affinity (normalized) is 0.367. (2) The MHC is DRB1_0901 with pseudo-sequence DRB1_0901. The peptide sequence is SGMAEATSLDTMTQM. The binding affinity (normalized) is 0.502. (3) The peptide sequence is ENAVWDQYKDLCHMH. The MHC is DRB1_0101 with pseudo-sequence DRB1_0101. The binding affinity (normalized) is 0.259. (4) The peptide sequence is GAVFLGFLGAAGSTMG. The MHC is H-2-IAb with pseudo-sequence H-2-IAb. The binding affinity (normalized) is 0.502. (5) The peptide sequence is FDPYGKTISATPESA. The MHC is HLA-DQA10401-DQB10402 with pseudo-sequence HLA-DQA10401-DQB10402. The binding affinity (normalized) is 0.622. (6) The peptide sequence is GELQIVDHIDAAFKI. The MHC is DRB1_0401 with pseudo-sequence DRB1_0401. The binding affinity (normalized) is 0.579. (7) The peptide sequence is PEFQSIVQTLNAMPE. The MHC is HLA-DQA10201-DQB10202 with pseudo-sequence HLA-DQA10201-DQB10202. The binding affinity (normalized) is 0.447.